This data is from Reaction yield outcomes from USPTO patents with 853,638 reactions. The task is: Predict the reaction yield, written as a fraction of the theoretical maximum amount of product (1.0 means a 100% yield; for example, 0.34 means a 34% yield). (1) The reactants are C[N:2]1[CH:7]=[C:6]([N+]([O-])=O)[CH:5]=[C:4]([N+:11]([O-:13])=[O:12])[C:3]1=O.[CH3:15][CH:16](C)[C:17](=O)C.N. The catalyst is CO. The product is [CH:16]([C:7]1[CH:6]=[CH:5][C:4]([N+:11]([O-:13])=[O:12])=[CH:3][N:2]=1)([CH3:17])[CH3:15]. The yield is 0.280. (2) The reactants are [Cl:1][CH2:2][CH2:3][CH2:4][CH2:5][C:6]#[CH:7].C([Li])CCC.Cl[Si:14]([CH3:17])([CH3:16])[CH3:15]. The catalyst is CCOCC. The product is [Cl:1][CH2:2][CH2:3][CH2:4][CH2:5][C:6]#[C:7][Si:14]([CH3:17])([CH3:16])[CH3:15]. The yield is 0.930. (3) The reactants are [CH2:1]=[CH:2][CH2:3][N:4]1[C@@H:21]2[CH2:22][C:9]3[CH:10]=[CH:11][C:12]([OH:24])=[C:13]4[O:14][C@H:15]5[C:16]([CH2:18][CH2:19][C@:20]2([OH:23])[C@:7]5([C:8]=34)[CH2:6][CH2:5]1)=[O:17].[C:25]([O-])([O-])=O.[K+].[K+].CI.O. The catalyst is CN(C=O)C.C(Cl)Cl. The product is [CH2:3]([N:4]1[CH2:5][CH2:6][C@@:7]23[C:8]4[C:9]5[CH2:22][C@@H:21]1[C@:20]2([OH:23])[CH2:19][CH2:18][C:16](=[O:17])[C@@H:15]3[O:14][C:13]=4[C:12]([O:24][CH3:25])=[CH:11][CH:10]=5)[CH:2]=[CH2:1]. The yield is 0.660. (4) The reactants are [F:1][C:2]([F:27])([F:26])[C:3]1[CH:8]=[CH:7][N:6]2[CH:9]=[C:10]([CH2:12][C@@H:13]3[CH2:18][CH2:17][CH2:16][CH2:15][N:14]3[C:19]([O:21][C:22]([CH3:25])([CH3:24])[CH3:23])=[O:20])[N:11]=[C:5]2[CH:4]=1.C1C(=O)N([Cl:35])C(=O)C1. The catalyst is C(Cl)Cl. The product is [Cl:35][C:9]1[N:6]2[CH:7]=[CH:8][C:3]([C:2]([F:26])([F:1])[F:27])=[CH:4][C:5]2=[N:11][C:10]=1[CH2:12][C@@H:13]1[CH2:18][CH2:17][CH2:16][CH2:15][N:14]1[C:19]([O:21][C:22]([CH3:23])([CH3:24])[CH3:25])=[O:20]. The yield is 0.920. (5) The product is [CH2:1]([O:3][C:4]([C:6]1[N:7]([C:26]2[CH:31]=[CH:30][C:29]([O:32][CH:33]([CH3:35])[CH3:34])=[CH:28][CH:27]=2)[C:8]2[C:13]([C:14]=1[NH:40][S:37]([CH3:36])(=[O:39])=[O:38])=[CH:12][C:11]([C:16]1[CH:21]=[CH:20][C:19]([O:22][CH:23]([CH3:25])[CH3:24])=[CH:18][CH:17]=1)=[CH:10][CH:9]=2)=[O:5])[CH3:2]. The catalyst is C1C=CC(/C=C/C(/C=C/C2C=CC=CC=2)=O)=CC=1.C1C=CC(/C=C/C(/C=C/C2C=CC=CC=2)=O)=CC=1.C1C=CC(/C=C/C(/C=C/C2C=CC=CC=2)=O)=CC=1.[Pd].[Pd].O.O1CCOCC1. The reactants are [CH2:1]([O:3][C:4]([C:6]1[N:7]([C:26]2[CH:31]=[CH:30][C:29]([O:32][CH:33]([CH3:35])[CH3:34])=[CH:28][CH:27]=2)[C:8]2[C:13]([C:14]=1Br)=[CH:12][C:11]([C:16]1[CH:21]=[CH:20][C:19]([O:22][CH:23]([CH3:25])[CH3:24])=[CH:18][CH:17]=1)=[CH:10][CH:9]=2)=[O:5])[CH3:2].[CH3:36][S:37]([NH2:40])(=[O:39])=[O:38].CC1(C)C2C(=C(P(C3C=CC=CC=3)C3C=CC=CC=3)C=CC=2)OC2C(P(C3C=CC=CC=3)C3C=CC=CC=3)=CC=CC1=2.C([O-])([O-])=O.[Cs+].[Cs+]. The yield is 0.590. (6) The reactants are [CH3:1][O:2][C:3]1[C:8]([N+:9]([O-])=O)=[CH:7][C:6]([C:12]#[C:13][C:14]2[CH:15]=[N:16][C:17]([NH2:20])=[N:18][CH:19]=2)=[CH:5][CH:4]=1. The catalyst is C(O)(=O)C.[Fe]. The product is [NH2:9][C:8]1[C:3]([O:2][CH3:1])=[CH:4][CH:5]=[C:6]([C:12]#[C:13][C:14]2[CH:15]=[N:16][C:17]([NH2:20])=[N:18][CH:19]=2)[CH:7]=1. The yield is 0.480. (7) The reactants are ClC1C=CC=C(C(OO)=[O:9])C=1.[C:12]([C:14]1[N:18]([CH3:19])[N:17]=[C:16]([C:20]([F:23])([F:22])[F:21])[C:15]=1[CH2:24][S:25][C:26]1[CH2:30][C:29]([CH3:32])([CH3:31])[O:28][N:27]=1)#[N:13].[OH2:33]. The catalyst is C(Cl)(Cl)Cl. The product is [C:12]([C:14]1[N:18]([CH3:19])[N:17]=[C:16]([C:20]([F:22])([F:23])[F:21])[C:15]=1[CH2:24][S:25]([C:26]1[CH2:30][C:29]([CH3:32])([CH3:31])[O:28][N:27]=1)(=[O:9])=[O:33])#[N:13]. The yield is 0.764. (8) The reactants are Br[Zn][CH2:3][C:4]([O:6][CH2:7][CH3:8])=[O:5].[C:9](#N)[C:10]1[CH:15]=[CH:14][C:13]([O:16][CH3:17])=[CH:12][CH:11]=1.Cl.C(OCC)(=[O:22])C. The catalyst is C1COCC1. The product is [CH3:17][O:16][C:13]1[CH:14]=[CH:15][C:10]([C:9](=[O:22])[CH2:3][C:4]([O:6][CH2:7][CH3:8])=[O:5])=[CH:11][CH:12]=1. The yield is 0.940.